Dataset: Full USPTO retrosynthesis dataset with 1.9M reactions from patents (1976-2016). Task: Predict the reactants needed to synthesize the given product. (1) Given the product [F:23][C:4]1[CH:3]=[C:2]([I:24])[CH:7]=[CH:6][C:5]=1[NH:8][C:9]1[C:17]2[C:12](=[CH:13][N:14]=[CH:15][CH:16]=2)[O:11][C:10]=1[C:18]([O:20][CH2:21][CH3:22])=[O:19], predict the reactants needed to synthesize it. The reactants are: Br[C:2]1[CH:7]=[CH:6][C:5]([NH:8][C:9]2[C:17]3[C:12](=[CH:13][N:14]=[CH:15][CH:16]=3)[O:11][C:10]=2[C:18]([O:20][CH2:21][CH3:22])=[O:19])=[C:4]([F:23])[CH:3]=1.[I-:24].[Na+].CN[C@@H]1CCCC[C@H]1NC. (2) Given the product [CH3:20][O:21][CH2:22][CH2:23][O:12][C:10]1[CH:9]=[CH:8][C:6]2[N:7]=[C:2]([NH2:1])[N:3]=[N+:4]([O-:13])[C:5]=2[CH:11]=1, predict the reactants needed to synthesize it. The reactants are: [NH2:1][C:2]1[N:3]=[N+:4]([O-:13])[C:5]2[CH:11]=[C:10]([OH:12])[CH:9]=[CH:8][C:6]=2[N:7]=1.C([O-])([O-])=O.[K+].[K+].[CH3:20][O:21][CH2:22][CH2:23]Br. (3) Given the product [C:21]([O:20][C:19](=[O:25])[NH:18][CH:14]([CH:15]([CH3:16])[CH3:17])[CH2:13][NH:12][C:2]1[CH:11]=[N:10][C:9]2[C:4](=[CH:5][CH:6]=[CH:7][CH:8]=2)[N:3]=1)([CH3:24])([CH3:23])[CH3:22], predict the reactants needed to synthesize it. The reactants are: Cl[C:2]1[CH:11]=[N:10][C:9]2[C:4](=[CH:5][CH:6]=[CH:7][CH:8]=2)[N:3]=1.[NH2:12][CH2:13][CH:14]([NH:18][C:19](=[O:25])[O:20][C:21]([CH3:24])([CH3:23])[CH3:22])[CH:15]([CH3:17])[CH3:16].C(N(C(C)C)CC)(C)C. (4) Given the product [CH3:1][O:2][C:3]([C:5]1[C:10]([CH2:11][NH:26][O:25][C:21]([CH3:24])([CH3:23])[CH3:22])=[CH:9][C:8]([Br:13])=[CH:7][N:6]=1)=[O:4], predict the reactants needed to synthesize it. The reactants are: [CH3:1][O:2][C:3]([C:5]1[C:10]([CH2:11]Br)=[CH:9][C:8]([Br:13])=[CH:7][N:6]=1)=[O:4].C(=O)([O-])[O-].[K+].[K+].Cl.[C:21]([O:25][NH2:26])([CH3:24])([CH3:23])[CH3:22]. (5) Given the product [F:27][C:24]([F:25])([F:26])[C:19]1[CH:20]=[CH:21][CH:22]=[CH:23][C:18]=1[CH2:17][C@H:9]1[CH2:8][C@@H:7]([C:5]2[O:4][NH:3][C:2](=[O:1])[CH:6]=2)[CH2:12][CH2:11][NH:10]1, predict the reactants needed to synthesize it. The reactants are: [O:1]=[C:2]1[CH:6]=[C:5]([C@H:7]2[CH2:12][CH2:11][N:10](C(OC)=O)[C@@H:9]([CH2:17][C:18]3[CH:23]=[CH:22][CH:21]=[CH:20][C:19]=3[C:24]([F:27])([F:26])[F:25])[CH2:8]2)[O:4][NH:3]1.Br. (6) Given the product [C:12]1([S:9]([NH:8][CH2:1][C:2]2[CH:7]=[CH:6][CH:5]=[CH:4][CH:3]=2)(=[O:11])=[O:10])[CH:13]=[CH:14][CH:15]=[CH:16][CH:17]=1, predict the reactants needed to synthesize it. The reactants are: [CH:1](=[N:8][S:9]([C:12]1[CH:17]=[CH:16][CH:15]=[CH:14][CH:13]=1)(=[O:11])=[O:10])[C:2]1[CH:7]=[CH:6][CH:5]=[CH:4][CH:3]=1.C[SiH](C)C1C=CC=CC=1.CO.FC(F)(F)C(O)=O. (7) Given the product [Br:26][CH2:8][C:7]1[CH:6]=[CH:5][C:4]([C:9]2[CH2:13][C:12]([C:18]3[CH:19]=[C:20]([Cl:25])[CH:21]=[C:22]([Cl:24])[CH:23]=3)([C:14]([F:16])([F:15])[F:17])[O:11][N:10]=2)=[CH:3][C:2]=1[Cl:1], predict the reactants needed to synthesize it. The reactants are: [Cl:1][C:2]1[CH:3]=[C:4]([C:9]2[CH2:13][C:12]([C:18]3[CH:23]=[C:22]([Cl:24])[CH:21]=[C:20]([Cl:25])[CH:19]=3)([C:14]([F:17])([F:16])[F:15])[O:11][N:10]=2)[CH:5]=[CH:6][C:7]=1[CH3:8].[Br:26]N1C(=O)CCC1=O.